Dataset: Forward reaction prediction with 1.9M reactions from USPTO patents (1976-2016). Task: Predict the product of the given reaction. (1) Given the reactants [Br:1][C:2]1[CH:7]=[CH:6][C:5]([CH2:8]Br)=[CH:4][CH:3]=1.[CH2:10]([NH2:12])[CH3:11], predict the reaction product. The product is: [Br:1][C:2]1[CH:7]=[CH:6][C:5]([CH2:8][NH:12][CH2:10][CH3:11])=[CH:4][CH:3]=1. (2) Given the reactants [Br:1][C:2]1[CH:3]=[CH:4][C:5]([CH2:8][S:9][CH3:10])=[N:6][CH:7]=1.O.I([O-])(=O)(=O)=[O:13].[Na+], predict the reaction product. The product is: [Br:1][C:2]1[CH:3]=[CH:4][C:5]([CH2:8][S:9]([CH3:10])=[O:13])=[N:6][CH:7]=1. (3) Given the reactants Br[CH2:2][C:3]1[CH:8]=[CH:7][C:6]([F:9])=[CH:5][C:4]=1[I:10].[C-]#N.[Na+].C1[CH2:18][O:17]CC1.C[OH:20].O.[OH-].[Li+], predict the reaction product. The product is: [F:9][C:6]1[CH:7]=[CH:8][C:3]([CH2:2][C:18]([OH:17])=[O:20])=[C:4]([I:10])[CH:5]=1. (4) Given the reactants [O:1]=[C:2]1[CH2:6][S:5][C:4](=[S:7])[N:3]1[CH:8]1[CH2:13][CH2:12][CH2:11][CH:10]([C:14]([OH:16])=[O:15])[CH2:9]1.[CH:17]1([C:23]2[CH:28]=[CH:27][C:26]([C:29]3[O:33][C:32]([CH:34]=O)=[CH:31][CH:30]=3)=[CH:25][CH:24]=2)[CH2:22][CH2:21][CH2:20][CH2:19][CH2:18]1.C(O)C, predict the reaction product. The product is: [CH:17]1([C:23]2[CH:28]=[CH:27][C:26]([C:29]3[O:33][C:32]([CH:34]=[C:6]4[S:5][C:4](=[S:7])[N:3]([CH:8]5[CH2:13][CH2:12][CH2:11][CH:10]([C:14]([OH:16])=[O:15])[CH2:9]5)[C:2]4=[O:1])=[CH:31][CH:30]=3)=[CH:25][CH:24]=2)[CH2:18][CH2:19][CH2:20][CH2:21][CH2:22]1.